From a dataset of Reaction yield outcomes from USPTO patents with 853,638 reactions. Predict the reaction yield, written as a fraction of the theoretical maximum amount of product (1.0 means a 100% yield; for example, 0.34 means a 34% yield). (1) The reactants are C([Si](C1C=CC=CC=1)(C1C=CC=CC=1)[O:6][CH:7]1[CH2:12][CH2:11][N:10]([CH2:13][C:14]2[CH:19]=[CH:18][C:17]([C:20]3[NH:21][C:22](=[O:31])[C:23]4[C:28]([CH:29]=3)=[C:27]([CH3:30])[CH:26]=[CH:25][CH:24]=4)=[CH:16][CH:15]=2)[CH2:9][CH2:8]1)(C)(C)C.Cl. The catalyst is C(Cl)Cl. The product is [OH:6][CH:7]1[CH2:12][CH2:11][N:10]([CH2:13][C:14]2[CH:19]=[CH:18][C:17]([C:20]3[NH:21][C:22](=[O:31])[C:23]4[C:28]([CH:29]=3)=[C:27]([CH3:30])[CH:26]=[CH:25][CH:24]=4)=[CH:16][CH:15]=2)[CH2:9][CH2:8]1. The yield is 0.640. (2) The reactants are [C:1]([CH:5]1[CH2:10][CH2:9][CH:8]([O:11][C:12]2[CH:13]=[C:14]([CH3:22])[C:15]3[C:20]([CH:21]=2)=[CH:19][CH:18]=[CH:17][CH:16]=3)[CH2:7][CH2:6]1)([CH3:4])([CH3:3])[CH3:2].[Sn](Cl)(Cl)(Cl)Cl.[CH3:28][O:29]C(Cl)Cl. The catalyst is ClCCCl.ClCCl. The product is [C:1]([C@H:5]1[CH2:6][CH2:7][C@H:8]([O:11][C:12]2[CH:13]=[C:14]([CH3:22])[C:15]3[C:20](=[CH:19][CH:18]=[CH:17][CH:16]=3)[C:21]=2[CH:28]=[O:29])[CH2:9][CH2:10]1)([CH3:4])([CH3:3])[CH3:2]. The yield is 0.970. (3) The reactants are [CH2:1]([N:4]1[C:12](=[O:13])[C:11]2[N:10]([CH2:14][O:15][CH2:16][CH2:17][Si:18]([CH3:21])([CH3:20])[CH3:19])[C:9]([C:22]3[CH:23]=[N:24][NH:25][CH:26]=3)=[N:8][C:7]=2[N:6]([CH2:27][CH2:28][CH3:29])[C:5]1=[O:30])[CH2:2][CH3:3].[CH:31]([C:34]1[CH:39]=[CH:38][C:37]([N:40]2[C:44](=[O:45])[CH2:43][CH:42]([CH2:46]OS(C)(=O)=O)[CH2:41]2)=[CH:36][CH:35]=1)([CH3:33])[CH3:32].C([O-])([O-])=O.[K+].[K+].CN(C=O)C. The catalyst is O. The product is [CH:31]([C:34]1[CH:39]=[CH:38][C:37]([N:40]2[C:44](=[O:45])[CH2:43][CH:42]([CH2:46][N:25]3[CH:26]=[C:22]([C:9]4[N:10]([CH2:14][O:15][CH2:16][CH2:17][Si:18]([CH3:20])([CH3:21])[CH3:19])[C:11]5[C:12](=[O:13])[N:4]([CH2:1][CH2:2][CH3:3])[C:5](=[O:30])[N:6]([CH2:27][CH2:28][CH3:29])[C:7]=5[N:8]=4)[CH:23]=[N:24]3)[CH2:41]2)=[CH:36][CH:35]=1)([CH3:33])[CH3:32]. The yield is 0.800. (4) The reactants are Br[C:2]1[S:6][C:5]([NH:7][C:8]([NH:10][C:11]2[CH:16]=[CH:15][C:14]([CH3:17])=[CH:13][C:12]=2[C:18]([CH:20]2[CH2:24][CH2:23][CH2:22][CH2:21]2)=[O:19])=[O:9])=[N:4][CH:3]=1.[CH3:25][O:26][C:27](=[O:35])[C:28]1[CH:33]=[CH:32][C:31]([SH:34])=[N:30][CH:29]=1. No catalyst specified. The product is [CH3:25][O:26][C:27](=[O:35])[C:28]1[CH:33]=[CH:32][C:31]([S:34][C:2]2[S:6][C:5]([NH:7][C:8]([NH:10][C:11]3[CH:16]=[CH:15][C:14]([CH3:17])=[CH:13][C:12]=3[C:18]([CH:20]3[CH2:24][CH2:23][CH2:22][CH2:21]3)=[O:19])=[O:9])=[N:4][CH:3]=2)=[N:30][CH:29]=1. The yield is 0.200. (5) The reactants are [CH2:1]([O:3][C:4](=[O:27])[C@@H:5]([CH2:12][C:13]1[CH:18]=[C:17]([Br:19])[C:16]([NH2:20])=[C:15]([CH3:21])[C:14]=1[CH2:22][O:23]C(=O)C)[CH2:6][C:7]([O:9][CH2:10]C)=[O:8])C.COC(=O)[C@@H](CC1C(CO)=C2C(=CC=1)N[N:42]=C2)CC(OC)=O. No catalyst specified. The product is [Br:19][C:17]1[CH:18]=[C:13]([CH2:12][C@@H:5]([CH2:6][C:7]([O:9][CH3:10])=[O:8])[C:4]([O:3][CH3:1])=[O:27])[C:14]([CH2:22][OH:23])=[C:15]2[C:16]=1[NH:20][N:42]=[CH:21]2. The yield is 0.960.